This data is from Full USPTO retrosynthesis dataset with 1.9M reactions from patents (1976-2016). The task is: Predict the reactants needed to synthesize the given product. Given the product [Br:1][C:2]1[C:3]([F:9])=[CH:4][C:5]([NH2:6])=[C:7]([I:17])[CH:8]=1, predict the reactants needed to synthesize it. The reactants are: [Br:1][C:2]1[CH:8]=[CH:7][C:5]([NH2:6])=[CH:4][C:3]=1[F:9].C1C(=O)N([I:17])C(=O)C1.[OH-].[Na+].CCOC(C)=O.